From a dataset of Forward reaction prediction with 1.9M reactions from USPTO patents (1976-2016). Predict the product of the given reaction. (1) Given the reactants ClC(Cl)(O[C:5](=[O:11])OC(Cl)(Cl)Cl)Cl.C(N(CC)CC)C.[NH2:20][C:21]1[CH:26]=[CH:25][C:24]([C:27]2[C:35]3[C:30](=[CH:31][CH:32]=[CH:33][CH:34]=3)[NH:29][C:28]=2[C:36]([NH2:38])=[O:37])=[CH:23][CH:22]=1.[C:39]([C:43]1[CH:44]=[C:45]([NH2:55])[N:46]([C:48]2[CH:53]=[CH:52][C:51]([CH3:54])=[CH:50][CH:49]=2)[N:47]=1)([CH3:42])([CH3:41])[CH3:40], predict the reaction product. The product is: [C:39]([C:43]1[CH:44]=[C:45]([NH:55][C:5](=[O:11])[NH:20][C:21]2[CH:22]=[CH:23][C:24]([C:27]3[C:35]4[C:30](=[CH:31][CH:32]=[CH:33][CH:34]=4)[NH:29][C:28]=3[C:36]([NH2:38])=[O:37])=[CH:25][CH:26]=2)[N:46]([C:48]2[CH:49]=[CH:50][C:51]([CH3:54])=[CH:52][CH:53]=2)[N:47]=1)([CH3:42])([CH3:41])[CH3:40]. (2) Given the reactants [Cl:1][C:2]1[CH:7]=[CH:6][C:5]([C:8]2[N:9]=[C:10]([C:13]([OH:15])=O)[S:11][CH:12]=2)=[CH:4][CH:3]=1.C1N=CN(C(N2C=NC=C2)=O)C=1.[NH2:28][CH2:29][C:30]1[CH:35]=[CH:34][N:33]=[CH:32][CH:31]=1.CO, predict the reaction product. The product is: [N:33]1[CH:34]=[CH:35][C:30]([CH2:29][NH:28][C:13]([C:10]2[S:11][CH:12]=[C:8]([C:5]3[CH:4]=[CH:3][C:2]([Cl:1])=[CH:7][CH:6]=3)[N:9]=2)=[O:15])=[CH:31][CH:32]=1. (3) Given the reactants [Cl:1][C:2]1[CH:3]=[C:4]([C:8]([CH3:12])([CH3:11])[CH:9]=[O:10])[CH:5]=[CH:6][CH:7]=1.[CH3:13][Mg+].[Br-], predict the reaction product. The product is: [Cl:1][C:2]1[CH:3]=[C:4]([C:8]([CH3:12])([CH3:11])[CH:9]([OH:10])[CH3:13])[CH:5]=[CH:6][CH:7]=1. (4) The product is: [C:1]([O:5][C:6]([NH:8][C@@H:9]([CH2:20][CH2:21][CH2:22][C@H:23]([O:42][CH2:43][CH2:44][CH3:45])[C@H:24]([C@@H:30]([OH:32])[CH3:31])[CH2:25][CH2:26][CH:27]([CH3:29])[CH3:28])[C:10]([O:12][CH2:13][C:14]1[CH:19]=[CH:18][CH:17]=[CH:16][CH:15]=1)=[O:11])=[O:7])([CH3:2])([CH3:3])[CH3:4]. Given the reactants [C:1]([O:5][C:6]([NH:8][C@@H:9]([CH2:20][CH2:21][CH2:22][C@H:23]([O:42][CH2:43][CH2:44][CH3:45])[C@H:24]([C@@H:30]([O:32]CC1C=CC(OC)=CC=1)[CH3:31])[CH2:25][CH2:26][CH:27]([CH3:29])[CH3:28])[C:10]([O:12][CH2:13][C:14]1[CH:19]=[CH:18][CH:17]=[CH:16][CH:15]=1)=[O:11])=[O:7])([CH3:4])([CH3:3])[CH3:2].C(C1C(=O)C(Cl)=C(Cl)C(=O)C=1C#N)#N.[OH-].[Na+], predict the reaction product. (5) The product is: [ClH:29].[Cl:30][C:24]1[CH:25]=[C:26]([Cl:29])[CH:27]=[CH:28][C:23]=1[CH2:22][O:21][C:18]1[CH:19]=[CH:20][C:15]([O:14][CH2:13][C@H:9]2[CH2:10][CH2:11][CH2:12][NH:8]2)=[CH:16][CH:17]=1. Given the reactants C(OC([N:8]1[CH2:12][CH2:11][CH2:10][C@@H:9]1[CH2:13][O:14][C:15]1[CH:20]=[CH:19][C:18]([O:21][CH2:22][C:23]2[CH:28]=[CH:27][C:26]([Cl:29])=[CH:25][C:24]=2[Cl:30])=[CH:17][CH:16]=1)=O)(C)(C)C.Cl.CCOCC, predict the reaction product. (6) Given the reactants [N+:1]([C:4]1[CH:15]=[CH:14][C:7]([CH2:8][C:9]2[O:10][CH:11]=[CH:12][N:13]=2)=[CH:6][CH:5]=1)([O-])=O.[Sn](Cl)(Cl)(Cl)Cl, predict the reaction product. The product is: [O:10]1[CH:11]=[CH:12][N:13]=[C:9]1[CH2:8][C:7]1[CH:14]=[CH:15][C:4]([NH2:1])=[CH:5][CH:6]=1. (7) Given the reactants [F:1][C:2]([F:28])([O:7][C:8]1[CH:27]=[CH:26][C:11]([O:12][CH:13]2[CH2:18][CH2:17][N:16](C(OC(C)(C)C)=O)[CH2:15][CH2:14]2)=[CH:10][CH:9]=1)[C:3]([F:6])([F:5])[F:4].[ClH:29], predict the reaction product. The product is: [ClH:29].[F:28][C:2]([F:1])([O:7][C:8]1[CH:9]=[CH:10][C:11]([O:12][CH:13]2[CH2:18][CH2:17][NH:16][CH2:15][CH2:14]2)=[CH:26][CH:27]=1)[C:3]([F:6])([F:5])[F:4]. (8) Given the reactants [N+:1]([CH2:4][CH3:5])([O-:3])=[O:2].[F:6][C:7]([F:17])([F:16])[C:8]1[CH:15]=[CH:14][C:11]([CH:12]=O)=[CH:10][CH:9]=1.C([O-])(=O)C.[NH4+].C(OC(=O)C)C, predict the reaction product. The product is: [N+:1]([C:4]([CH3:5])=[CH:12][C:11]1[CH:14]=[CH:15][C:8]([C:7]([F:17])([F:16])[F:6])=[CH:9][CH:10]=1)([O-:3])=[O:2]. (9) Given the reactants [CH3:1][S:2][C:3]1C=[CH:7][CH:6]=[CH:5][C:4]=1CCl.[Br:11]Br.Cl[CH2:14][Cl:15].S([O-])([O-])(=O)=S.[Na+].[Na+], predict the reaction product. The product is: [Br:11][C:6]1[CH:5]=[CH:4][C:3]([S:2][CH3:1])=[C:14]([Cl:15])[CH:7]=1. (10) Given the reactants [Br:1][C:2]1[C:3]([N+:15]([O-])=O)=[C:4]([NH:8][CH2:9][C:10]([O:12][CH2:13][CH3:14])=[O:11])[CH:5]=[CH:6][CH:7]=1, predict the reaction product. The product is: [NH2:15][C:3]1[C:2]([Br:1])=[CH:7][CH:6]=[CH:5][C:4]=1[NH:8][CH2:9][C:10]([O:12][CH2:13][CH3:14])=[O:11].